This data is from Reaction yield outcomes from USPTO patents with 853,638 reactions. The task is: Predict the reaction yield, written as a fraction of the theoretical maximum amount of product (1.0 means a 100% yield; for example, 0.34 means a 34% yield). (1) The reactants are [F:1][C:2]([F:28])([F:27])[C:3]1[CH:11]=[C:10]([C:12]([NH:14][C@H:15]([C:17]2[NH:21][C:20]3[CH:22]=[CH:23][C:24]([Cl:26])=[CH:25][C:19]=3[N:18]=2)[CH3:16])=[O:13])[CH:9]=[CH:8][C:4]=1[C:5]([OH:7])=O.CN(C(O[N:37]1N=NC2C=[CH:41][CH:42]=[CH:43][C:38]1=2)=[N+](C)C)C.[B-](F)(F)(F)F.C(N(C(C)C)CC)(C)C.N1CC=CC1.ClCl. The catalyst is O1CCCC1.ClCCl.C(O)C. The product is [Cl:26][C:24]1[CH:23]=[CH:22][C:20]2[NH:21][C:17]([C@@H:15]([NH:14][C:12](=[O:13])[C:10]3[CH:9]=[CH:8][C:4]([C:5]([N:37]4[CH2:38][CH:43]=[CH:42][CH2:41]4)=[O:7])=[C:3]([C:2]([F:28])([F:1])[F:27])[CH:11]=3)[CH3:16])=[N:18][C:19]=2[CH:25]=1. The yield is 0.550. (2) The reactants are FC(F)(F)C(O)=O.[CH2:8]1[C:16]2[C:11](=[CH:12][CH:13]=[CH:14][CH:15]=2)[CH2:10][CH:9]1[NH:17][C:18]1[N:19]=[CH:20][C:21]2[CH2:26][N:25]([C:27](=[O:44])[CH2:28][N:29]([CH2:37][CH2:38][C:39]3[NH:43][N:42]=[N:41][CH:40]=3)C(=O)OC(C)(C)C)[CH2:24][C:22]=2[N:23]=1. The catalyst is ClCCl. The product is [CH2:8]1[C:16]2[C:11](=[CH:12][CH:13]=[CH:14][CH:15]=2)[CH2:10][CH:9]1[NH:17][C:18]1[N:19]=[CH:20][C:21]2[CH2:26][N:25]([C:27](=[O:44])[CH2:28][NH:29][CH2:37][CH2:38][C:39]3[NH:43][N:42]=[N:41][CH:40]=3)[CH2:24][C:22]=2[N:23]=1. The yield is 0.770. (3) The reactants are O1C[CH2:4][CH2:3][CH2:2]1.C([Mg]Br)CC.[C:11]([C:15]1[CH2:19][CH2:18][C:17](=O)[CH:16]=1)([CH3:14])([CH3:13])[CH3:12].Cl. The catalyst is C(OCC)C. The product is [CH2:2]([C:18]1[CH2:17][CH:16]=[C:15]([C:11]([CH3:14])([CH3:13])[CH3:12])[CH:19]=1)[CH2:3][CH3:4]. The yield is 0.570. (4) The reactants are [Br:1][C:2]1[CH:3]=[CH:4][C:5]2[C:13](=[O:14])[C:12](=[O:15])[C:11]3[N:10]([CH2:16][C:17]([O:19]C(C)(C)C)=[O:18])[C:9]([CH3:24])=[C:8]([C:25]([O:27][CH2:28][CH3:29])=[O:26])[C:7]=3[C:6]=2[CH:30]=1.FC(F)(F)C(O)=O. The catalyst is C(Cl)Cl. The product is [Br:1][C:2]1[CH:3]=[CH:4][C:5]2[C:13](=[O:14])[C:12](=[O:15])[C:11]3[N:10]([CH2:16][C:17]([OH:19])=[O:18])[C:9]([CH3:24])=[C:8]([C:25]([O:27][CH2:28][CH3:29])=[O:26])[C:7]=3[C:6]=2[CH:30]=1. The yield is 0.420. (5) The reactants are [F:1][C:2]1[CH:7]=[C:6]([F:8])[CH:5]=[CH:4][C:3]=1[N:9]1[CH2:14][CH2:13][N:12]([C:15]2[N:20]=[CH:19][NH:18][C:17](=[O:21])[N:16]=2)[CH2:11][CH2:10]1.CC1C=CC(S(O[CH2:33][N:34]2[CH:38]=[CH:37][C:36]([C:39]([F:42])([F:41])[F:40])=[N:35]2)(=O)=O)=CC=1. No catalyst specified. The product is [F:1][C:2]1[CH:7]=[C:6]([F:8])[CH:5]=[CH:4][C:3]=1[N:9]1[CH2:10][CH2:11][N:12]([C:15]2[N:20]=[CH:19][N:18]([CH2:33][N:34]3[CH:38]=[CH:37][C:36]([C:39]([F:42])([F:41])[F:40])=[N:35]3)[C:17](=[O:21])[N:16]=2)[CH2:13][CH2:14]1. The yield is 0.0740.